This data is from Full USPTO retrosynthesis dataset with 1.9M reactions from patents (1976-2016). The task is: Predict the reactants needed to synthesize the given product. (1) Given the product [Cl:3][C:4]1[CH:9]=[CH:8][C:7]([C:10]([C:12]2[CH:13]=[CH:14][C:15]3[N:21]=[C:20]([NH:1][NH2:2])[CH2:19][N:18]=[C:17]([C:23]4[CH:28]=[CH:27][CH:26]=[C:25]([Cl:29])[CH:24]=4)[C:16]=3[CH:30]=2)=[O:11])=[CH:6][CH:5]=1, predict the reactants needed to synthesize it. The reactants are: [NH2:1][NH2:2].[Cl:3][C:4]1[CH:9]=[CH:8][C:7]([C:10]([C:12]2[CH:13]=[CH:14][C:15]3[NH:21][C:20](=S)[CH2:19][N:18]=[C:17]([C:23]4[CH:28]=[CH:27][CH:26]=[C:25]([Cl:29])[CH:24]=4)[C:16]=3[CH:30]=2)=[O:11])=[CH:6][CH:5]=1.C([O-])([O-])=O.[K+].[K+]. (2) The reactants are: [Cl:1][C:2]1[CH:7]=[CH:6][C:5]([C:8]2[N:9]=[C:10]([C:13]([CH3:17])([CH3:16])[CH2:14][NH2:15])[S:11][CH:12]=2)=[CH:4][CH:3]=1.[CH3:18][C:19]1[C:27]([C:28]2[N:32]=[C:31]([C:33]([F:36])([F:35])[F:34])[O:30][N:29]=2)=[CH:26][C:22]([C:23](O)=[O:24])=[CH:21][N:20]=1. Given the product [Cl:1][C:2]1[CH:3]=[CH:4][C:5]([C:8]2[N:9]=[C:10]([C:13]([CH3:17])([CH3:16])[CH2:14][NH:15][C:23](=[O:24])[C:22]3[CH:26]=[C:27]([C:28]4[N:32]=[C:31]([C:33]([F:36])([F:35])[F:34])[O:30][N:29]=4)[C:19]([CH3:18])=[N:20][CH:21]=3)[S:11][CH:12]=2)=[CH:6][CH:7]=1, predict the reactants needed to synthesize it. (3) Given the product [CH3:1][O:2][C:3](=[O:13])/[CH:4]=[CH:5]/[C:6]1[CH:7]=[N:8][C:9]([C:18]2[CH:17]=[CH:16][C:15]([F:14])=[CH:20][C:19]=2[F:21])=[CH:10][CH:11]=1, predict the reactants needed to synthesize it. The reactants are: [CH3:1][O:2][C:3](=[O:13])/[CH:4]=[CH:5]/[C:6]1[CH:7]=[N:8][C:9](Br)=[CH:10][CH:11]=1.[F:14][C:15]1[CH:20]=[C:19]([F:21])[CH:18]=[CH:17][C:16]=1B(O)O.C1(P(C2C=CC=CC=2)C2C=CC=CC=2)C=CC=CC=1.C(=O)([O-])[O-].[Cs+].[Cs+]. (4) Given the product [Cl:1][C:2]1[CH:3]=[CH:4][C:5]([CH2:6][N:7]2[CH2:8][CH2:9][CH:10]([NH:13][CH2:32][C:30]([OH:31])([CH2:33][CH3:34])[CH2:29][O:28][C:19]3[CH:18]=[CH:17][CH:22]=[CH:21][C:20]=3[CH2:23][C:24]([OH:26])=[O:25])[CH2:11][CH2:12]2)=[CH:14][CH:15]=1, predict the reactants needed to synthesize it. The reactants are: [Cl:1][C:2]1[CH:15]=[CH:14][C:5]([CH2:6][N:7]2[CH2:12][CH2:11][CH:10]([NH2:13])[CH2:9][CH2:8]2)=[CH:4][CH:3]=1.Cl[C:17]1[CH:22]=[CH:21][C:20]([CH2:23][C:24]([O:26]C)=[O:25])=[C:19]([O:28][CH2:29][C:30]2([CH2:33][CH3:34])[CH2:32][O:31]2)[CH:18]=1.